From a dataset of TCR-epitope binding with 47,182 pairs between 192 epitopes and 23,139 TCRs. Binary Classification. Given a T-cell receptor sequence (or CDR3 region) and an epitope sequence, predict whether binding occurs between them. (1) The epitope is ISPRTLNAW. The TCR CDR3 sequence is CASTGQANTGELFF. Result: 0 (the TCR does not bind to the epitope). (2) The epitope is KLGGALQAK. Result: 1 (the TCR binds to the epitope). The TCR CDR3 sequence is CASSTASAPETQYF. (3) The epitope is FTYASALWEI. The TCR CDR3 sequence is CASSYSSGGGETQYF. Result: 0 (the TCR does not bind to the epitope). (4) The epitope is IVDTVSALV. The TCR CDR3 sequence is CASRLANAGELFF. Result: 1 (the TCR binds to the epitope). (5) The epitope is FLPRVFSAV. The TCR CDR3 sequence is CASSLQSDTQYF. Result: 1 (the TCR binds to the epitope). (6) The epitope is RLRAEAQVK. The TCR CDR3 sequence is CASSLKGVSSYEQYF. Result: 1 (the TCR binds to the epitope).